From a dataset of Forward reaction prediction with 1.9M reactions from USPTO patents (1976-2016). Predict the product of the given reaction. (1) Given the reactants [CH:1]1([C:6]2[CH:29]=[CH:28][C:9]([CH2:10][O:11][C:12]3[CH:20]=[CH:19][C:18]4[N:17]5[CH2:21][CH2:22][CH:23]([CH2:24][C:25]([OH:27])=[O:26])[C:16]5=[CH:15][C:14]=4[CH:13]=3)=[CH:8][C:7]=2[C:30]([F:33])([F:32])[F:31])[CH2:5][CH2:4][CH2:3][CH2:2]1.[I:34]N1C(=O)CCC1=O, predict the reaction product. The product is: [CH:1]1([C:6]2[CH:29]=[CH:28][C:9]([CH2:10][O:11][C:12]3[CH:20]=[CH:19][C:18]4[N:17]5[CH2:21][CH2:22][CH:23]([CH2:24][C:25]([OH:27])=[O:26])[C:16]5=[C:15]([I:34])[C:14]=4[CH:13]=3)=[CH:8][C:7]=2[C:30]([F:33])([F:31])[F:32])[CH2:5][CH2:4][CH2:3][CH2:2]1. (2) Given the reactants [C:1]1([C:7]2[CH:8]=[CH:9][C:10]3[NH:11][C:12]4[C:17]([C:18]=3[CH:19]=2)=[CH:16][C:15]([C:20]2[CH:25]=[CH:24][CH:23]=[CH:22][CH:21]=2)=[CH:14][CH:13]=4)[CH:6]=[CH:5][CH:4]=[CH:3][CH:2]=1.[H-].[Na+].[Cl:28][C:29]1[N:34]=[C:33](Cl)[N:32]=[C:31]([C:36]2[CH:41]=[CH:40][CH:39]=[CH:38][CH:37]=2)[N:30]=1, predict the reaction product. The product is: [Cl:28][C:29]1[N:30]=[C:31]([C:36]2[CH:41]=[CH:40][CH:39]=[CH:38][CH:37]=2)[N:32]=[C:33]([N:11]2[C:12]3[CH:13]=[CH:14][C:15]([C:20]4[CH:21]=[CH:22][CH:23]=[CH:24][CH:25]=4)=[CH:16][C:17]=3[C:18]3[C:10]2=[CH:9][CH:8]=[C:7]([C:1]2[CH:6]=[CH:5][CH:4]=[CH:3][CH:2]=2)[CH:19]=3)[N:34]=1. (3) Given the reactants Cl[C:2]([O:4][CH3:5])=[O:3].[NH2:6][C:7]1[CH:8]=[C:9]([S:13][C:14]2[C:22]3[C:21](=[O:23])[N:20]([CH3:24])[C:19](=[O:25])[N:18]([CH2:26][CH:27]([CH3:29])[CH3:28])[C:17]=3[S:16][C:15]=2[CH2:30][C:31]2[C:40]3[C:35](=[CH:36][CH:37]=[CH:38][CH:39]=3)[CH:34]=[CH:33][CH:32]=2)[CH:10]=[CH:11][CH:12]=1.C(N(CC)CC)C.C(=O)([O-])O.[Na+], predict the reaction product. The product is: [CH3:30][CH2:15][CH2:14][CH:22]([CH3:21])[CH3:17].[CH3:5][O:4][C:2]([NH:6][C:7]1[CH:8]=[C:9]([S:13][C:14]2[C:22]3[C:21](=[O:23])[N:20]([CH3:24])[C:19](=[O:25])[N:18]([CH2:26][CH:27]([CH3:28])[CH3:29])[C:17]=3[S:16][C:15]=2[CH2:30][C:31]2[C:40]3[C:35](=[CH:36][CH:37]=[CH:38][CH:39]=3)[CH:34]=[CH:33][CH:32]=2)[CH:10]=[CH:11][CH:12]=1)=[O:3]. (4) The product is: [CH:1]([O:14][C:15]1[C:24]2[N:23]=[CH:22][CH:21]=[N:20][C:19]=2[C:18]([O:25][CH3:39])=[C:17]2[C:26](=[O:38])[N:27]([CH2:30][C:31]3[CH:32]=[CH:33][C:34]([F:37])=[CH:35][CH:36]=3)[C:28](=[O:29])[C:16]=12)([C:2]1[CH:7]=[CH:6][CH:5]=[CH:4][CH:3]=1)[C:8]1[CH:9]=[CH:10][CH:11]=[CH:12][CH:13]=1. Given the reactants [CH:1]([O:14][C:15]1[C:24]2[N:23]=[CH:22][CH:21]=[N:20][C:19]=2[C:18]([OH:25])=[C:17]2[C:26](=[O:38])[N:27]([CH2:30][C:31]3[CH:36]=[CH:35][C:34]([F:37])=[CH:33][CH:32]=3)[C:28](=[O:29])[C:16]=12)([C:8]1[CH:13]=[CH:12][CH:11]=[CH:10][CH:9]=1)[C:2]1[CH:7]=[CH:6][CH:5]=[CH:4][CH:3]=1.[C:39]([O-])([O-])=O.[K+].[K+].CI, predict the reaction product. (5) Given the reactants [CH3:1][C:2]1[CH:3]=[C:4]([CH:19]=[CH:20][C:21]=1[CH:22]1[CH2:27][CH2:26][S:25][CH2:24][CH2:23]1)[O:5][CH2:6][C:7]1[CH:12]=[CH:11][C:10]([CH:13]2[CH2:18][CH2:17][NH:16][CH2:15][CH2:14]2)=[CH:9][CH:8]=1.[C:28]([O:32][C:33]([CH3:36])([CH3:35])[CH3:34])(=[O:31])[CH:29]=[CH2:30].CCN(C(C)C)C(C)C, predict the reaction product. The product is: [C:33]([O:32][C:28](=[O:31])[CH2:29][CH2:30][N:16]1[CH2:15][CH2:14][CH:13]([C:10]2[CH:9]=[CH:8][C:7]([CH2:6][O:5][C:4]3[CH:19]=[CH:20][C:21]([CH:22]4[CH2:27][CH2:26][S:25][CH2:24][CH2:23]4)=[C:2]([CH3:1])[CH:3]=3)=[CH:12][CH:11]=2)[CH2:18][CH2:17]1)([CH3:36])([CH3:35])[CH3:34]. (6) Given the reactants F[C@H]1[C@H](NC(=O)OC(C)(C)C)CC[C@@H:5]([C:17]2N(C)N=[CH:19][C:18]=2[N+]([O-])=O)[O:4]C1.N[C:27]1[S:31][C:30]([C:32]2[C:37]([F:38])=[CH:36][CH:35]=[CH:34][C:33]=2[F:39])=[N:29][C:28]=1[C:40]([NH:42][C:43]1[CH:44]=[N:45][N:46]([CH3:57])[C:47]=1[CH:48]1[CH2:54][CH2:53][C@@H:52]([NH2:55])[C@H:51]([F:56])[CH2:50][O:49]1)=[O:41], predict the reaction product. The product is: [NH2:55][C@H:52]1[C@H:51]([F:56])[CH2:50][O:49][C@H:48]([C:47]2[N:46]([CH3:57])[N:45]=[CH:44][C:43]=2[NH:42][C:40]([C:28]2[N:29]=[C:30]([C:32]3[C:33]([F:39])=[CH:34][C:35]([CH:18]4[CH2:17][CH2:5][O:4][CH2:19]4)=[CH:36][C:37]=3[F:38])[S:31][CH:27]=2)=[O:41])[CH2:54][CH2:53]1. (7) Given the reactants Cl[CH2:2][C:3]1([CH3:16])[O:7][C:6](=[O:8])[N:5]([C:9]2[CH:14]=[CH:13][C:12]([Cl:15])=[CH:11][N:10]=2)[CH2:4]1.[N-:17]=[N+:18]=[N-:19].[Na+], predict the reaction product. The product is: [N:17]([CH2:2][C:3]1([CH3:16])[O:7][C:6](=[O:8])[N:5]([C:9]2[CH:14]=[CH:13][C:12]([Cl:15])=[CH:11][N:10]=2)[CH2:4]1)=[N+:18]=[N-:19].